From a dataset of Catalyst prediction with 721,799 reactions and 888 catalyst types from USPTO. Predict which catalyst facilitates the given reaction. (1) Reactant: [OH:1][C:2]1[C:11]([CH3:12])=[C:10]2[C:5]([C:6](=[O:20])[C:7]([CH3:19])=[C:8]([CH:13]3[CH2:18][CH2:17][NH:16][CH2:15][CH2:14]3)[O:9]2)=[CH:4][CH:3]=1.N1C=CC=CC=1.[C:27](Cl)(=[O:31])[O:28][CH2:29][CH3:30]. Product: [OH:1][C:2]1[C:11]([CH3:12])=[C:10]2[C:5]([C:6](=[O:20])[C:7]([CH3:19])=[C:8]([CH:13]3[CH2:18][CH2:17][N:16]([C:27]([O:28][CH2:29][CH3:30])=[O:31])[CH2:15][CH2:14]3)[O:9]2)=[CH:4][CH:3]=1. The catalyst class is: 9. (2) Reactant: [CH:1]1([CH2:7][N:8]2[C:16]3[C:11](=[CH:12][CH:13]=[CH:14][C:15]=3[O:17][CH3:18])[C:10]([C:19]([NH2:21])=O)=[CH:9]2)[CH2:6][CH2:5][CH2:4][CH2:3][CH2:2]1.COC1C=CC(P2(SP(C3C=CC(OC)=CC=3)(=S)S2)=[S:31])=CC=1. Product: [CH:1]1([CH2:7][N:8]2[C:16]3[C:11](=[CH:12][CH:13]=[CH:14][C:15]=3[O:17][CH3:18])[C:10]([C:19](=[S:31])[NH2:21])=[CH:9]2)[CH2:6][CH2:5][CH2:4][CH2:3][CH2:2]1. The catalyst class is: 11. (3) Reactant: [CH3:1][N:2]1[CH2:7][CH2:6][N:5]([CH2:8][CH2:9][O:10][C:11]2[CH:20]=[C:19]3[C:14]([C:15](=O)[NH:16][CH:17]=[N:18]3)=[C:13]([O:22][CH:23]3[CH2:28][CH2:27][O:26][CH2:25][CH2:24]3)[CH:12]=2)[CH2:4][CH2:3]1.P(Cl)(Cl)(Cl)=O.C(N(C(C)C)CC)(C)C.[Cl:43][C:44]1[C:49]([NH2:50])=[C:48]2[O:51][CH2:52][O:53][C:47]2=[CH:46][CH:45]=1. Product: [Cl:43][C:44]1[C:49]([NH:50][C:15]2[C:14]3[C:19](=[CH:20][C:11]([O:10][CH2:9][CH2:8][N:5]4[CH2:4][CH2:3][N:2]([CH3:1])[CH2:7][CH2:6]4)=[CH:12][C:13]=3[O:22][CH:23]3[CH2:24][CH2:25][O:26][CH2:27][CH2:28]3)[N:18]=[CH:17][N:16]=2)=[C:48]2[O:51][CH2:52][O:53][C:47]2=[CH:46][CH:45]=1. The catalyst class is: 11. (4) Product: [CH:1]([C@H:4]1[C:8]([C:15]2[CH:16]=[CH:17][CH:18]=[CH:19][CH:20]=2)([C:9]2[CH:14]=[CH:13][CH:12]=[CH:11][CH:10]=2)[O:7][C:6](=[O:21])[NH:5]1)([CH3:3])[CH3:2]. Reactant: [CH:1]([C@H:4]1[C:8]([C:15]2[CH:20]=[CH:19][CH:18]=[CH:17][CH:16]=2)([C:9]2[CH:14]=[CH:13][CH:12]=[CH:11][CH:10]=2)[O:7][C:6](=[O:21])[N:5]1C(=O)C[C@@H](C1C=CC=CC=1C(F)(F)F)C[N+]([O-])=O)([CH3:3])[CH3:2].CO.C[O-].[Na+].Cl. The catalyst class is: 5. (5) Reactant: C([O:8][C:9]1[CH:10]=[C:11]([CH:37]=[CH:38][CH:39]=1)[C:12]([NH:14][C:15]1[CH:16]=[C:17]([CH:33]=[CH:34][C:35]=1[CH3:36])[C:18]([NH:20][C:21]1[CH:26]=[CH:25][CH:24]=[C:23]([N:27]2[CH2:32][CH2:31][O:30][CH2:29][CH2:28]2)[CH:22]=1)=[O:19])=[O:13])C1C=CC=CC=1. Product: [OH:8][C:9]1[CH:10]=[C:11]([CH:37]=[CH:38][CH:39]=1)[C:12]([NH:14][C:15]1[CH:16]=[C:17]([CH:33]=[CH:34][C:35]=1[CH3:36])[C:18]([NH:20][C:21]1[CH:26]=[CH:25][CH:24]=[C:23]([N:27]2[CH2:28][CH2:29][O:30][CH2:31][CH2:32]2)[CH:22]=1)=[O:19])=[O:13]. The catalyst class is: 153.